Dataset: Forward reaction prediction with 1.9M reactions from USPTO patents (1976-2016). Task: Predict the product of the given reaction. (1) Given the reactants BrC1C=C[C:5]([O:8]C)=[C:4](OC)C=1.F[C:13]1[CH:18]=CC(B(O)O)=CC=1.[CH3:22][CH:23]([C:25]1C=C(C(C)C)[C:28](C2C=CC=CC=2P(C2CCCCC2)C2CCCCC2)=[C:27](C(C)C)[CH:26]=1)C.C([O-])([O-])=[O:57].[K+].[K+], predict the reaction product. The product is: [CH3:4][CH2:5][O:8][C:13]([CH3:18])=[O:57].[CH3:22][CH2:23][CH2:25][CH2:26][CH2:27][CH3:28]. (2) Given the reactants [CH3:1][S:2]([O:5][CH2:6][CH2:7][CH2:8][C:9]1[N:14]=[C:13]([O:15][CH3:16])[CH:12]=[C:11]([O:17][CH3:18])[N:10]=1)(=[O:4])=[O:3].[CH2:19](OC1C=C(OC)N=C(CCCO)N=1)C, predict the reaction product. The product is: [CH3:1][S:2]([O:5][CH2:6][CH2:7][CH2:8][C:9]1[N:14]=[C:13]([O:15][CH2:16][CH3:19])[CH:12]=[C:11]([O:17][CH3:18])[N:10]=1)(=[O:3])=[O:4]. (3) Given the reactants [C:1]([O:5][C:6]([N:8]1[CH2:13][CH2:12][CH:11]([C:14]2[NH:15][CH:16]=[C:17]([C:19]3[CH:24]=[CH:23][C:22]([F:25])=[C:21]([C:26]([F:29])([F:28])[F:27])[CH:20]=3)[N:18]=2)[CH2:10][CH2:9]1)=[O:7])([CH3:4])([CH3:3])[CH3:2].[OH-].[K+].[CH3:32]I, predict the reaction product. The product is: [C:1]([O:5][C:6]([N:8]1[CH2:13][CH2:12][CH:11]([C:14]2[N:15]([CH3:32])[CH:16]=[C:17]([C:19]3[CH:24]=[CH:23][C:22]([F:25])=[C:21]([C:26]([F:27])([F:28])[F:29])[CH:20]=3)[N:18]=2)[CH2:10][CH2:9]1)=[O:7])([CH3:4])([CH3:2])[CH3:3]. (4) Given the reactants [CH2:1]([C@@H:5]1[NH:10][CH2:9][C@H:8]([CH2:11][CH:12]([CH3:14])[CH3:13])[NH:7][C:6]1=[O:15])[CH:2]([CH3:4])[CH3:3].[Cl:16][C:17]1[CH:22]=[CH:21][C:20]([C:23]#[C:24][C:25](O)=[O:26])=[C:19]([F:28])[CH:18]=1.C(C1N(C(=O)C#CC2C=CC=CC=2)CC(CC(C)C)NC1=O)C(C)C, predict the reaction product. The product is: [Cl:16][C:17]1[CH:22]=[CH:21][C:20]([C:23]#[C:24][C:25]([N:10]2[CH2:9][CH:8]([CH2:11][CH:12]([CH3:14])[CH3:13])[NH:7][C:6](=[O:15])[CH:5]2[CH2:1][CH:2]([CH3:4])[CH3:3])=[O:26])=[C:19]([F:28])[CH:18]=1. (5) Given the reactants [CH3:1][O:2][C:3]1[CH:8]=[CH:7][C:6](O)=[CH:5][CH:4]=1.C1C=CC(P(C2C=CC=CC=2)C2C=CC=CC=2)=CC=1.CCOC(/N=N/C(OCC)=O)=O.[Cl:41][C:42]1[CH:57]=[CH:56][C:45]([CH2:46][N:47]2[CH:52]=[C:51]([CH2:53][OH:54])[CH:50]=[CH:49][C:48]2=[O:55])=[CH:44][CH:43]=1, predict the reaction product. The product is: [Cl:41][C:42]1[CH:43]=[CH:44][C:45]([CH2:46][N:47]2[CH:52]=[C:51]([CH2:53][O:54][C:6]3[CH:7]=[CH:8][C:3]([O:2][CH3:1])=[CH:4][CH:5]=3)[CH:50]=[CH:49][C:48]2=[O:55])=[CH:56][CH:57]=1. (6) Given the reactants C(OC([N:8]1[CH2:13][CH2:12][N:11]([C:14]2[CH:19]=[CH:18][C:17]([N:20]3[CH2:24][C@@H:23]([CH:25](C)[NH:26][C:27]([SH:29])=[S:28])[O:22][C:21]3=[O:31])=[CH:16][C:15]=2[F:32])[CH2:10][CH2:9]1)=O)(C)(C)C.[CH3:33]O, predict the reaction product. The product is: [CH3:33][S:29][C:27](=[S:28])[NH:26][CH2:25][C@@H:23]1[O:22][C:21](=[O:31])[N:20]([C:17]2[CH:18]=[CH:19][C:14]([N:11]3[CH2:12][CH2:13][NH:8][CH2:9][CH2:10]3)=[C:15]([F:32])[CH:16]=2)[CH2:24]1.